This data is from NCI-60 drug combinations with 297,098 pairs across 59 cell lines. The task is: Regression. Given two drug SMILES strings and cell line genomic features, predict the synergy score measuring deviation from expected non-interaction effect. (1) Drug 1: C1=CN(C=N1)CC(O)(P(=O)(O)O)P(=O)(O)O. Drug 2: CC1C(C(CC(O1)OC2CC(OC(C2O)C)OC3=CC4=CC5=C(C(=O)C(C(C5)C(C(=O)C(C(C)O)O)OC)OC6CC(C(C(O6)C)O)OC7CC(C(C(O7)C)O)OC8CC(C(C(O8)C)O)(C)O)C(=C4C(=C3C)O)O)O)O. Cell line: CCRF-CEM. Synergy scores: CSS=57.2, Synergy_ZIP=0.682, Synergy_Bliss=0.687, Synergy_Loewe=-23.3, Synergy_HSA=-1.61. (2) Drug 2: C1=NC2=C(N=C(N=C2N1C3C(C(C(O3)CO)O)O)F)N. Drug 1: C1CN1P(=S)(N2CC2)N3CC3. Cell line: MDA-MB-231. Synergy scores: CSS=27.4, Synergy_ZIP=-3.48, Synergy_Bliss=1.06, Synergy_Loewe=3.84, Synergy_HSA=5.16. (3) Drug 1: CCCCC(=O)OCC(=O)C1(CC(C2=C(C1)C(=C3C(=C2O)C(=O)C4=C(C3=O)C=CC=C4OC)O)OC5CC(C(C(O5)C)O)NC(=O)C(F)(F)F)O. Drug 2: CCCCCOC(=O)NC1=NC(=O)N(C=C1F)C2C(C(C(O2)C)O)O. Cell line: RPMI-8226. Synergy scores: CSS=78.9, Synergy_ZIP=-2.43, Synergy_Bliss=-0.683, Synergy_Loewe=-6.86, Synergy_HSA=2.52. (4) Drug 1: CN1CCC(CC1)COC2=C(C=C3C(=C2)N=CN=C3NC4=C(C=C(C=C4)Br)F)OC. Drug 2: CC1=C(C(=O)C2=C(C1=O)N3CC4C(C3(C2COC(=O)N)OC)N4)N. Synergy scores: CSS=32.2, Synergy_ZIP=-3.21, Synergy_Bliss=-0.920, Synergy_Loewe=-0.839, Synergy_HSA=0.710. Cell line: SN12C. (5) Drug 1: CC(C)(C#N)C1=CC(=CC(=C1)CN2C=NC=N2)C(C)(C)C#N. Drug 2: CCC1(C2=C(COC1=O)C(=O)N3CC4=CC5=C(C=CC(=C5CN(C)C)O)N=C4C3=C2)O.Cl. Cell line: BT-549. Synergy scores: CSS=14.5, Synergy_ZIP=2.26, Synergy_Bliss=1.53, Synergy_Loewe=-8.97, Synergy_HSA=0.0345. (6) Drug 1: C1CN1C2=NC(=NC(=N2)N3CC3)N4CC4. Drug 2: CC1=C(C(=O)C2=C(C1=O)N3CC4C(C3(C2COC(=O)N)OC)N4)N. Cell line: 786-0. Synergy scores: CSS=38.0, Synergy_ZIP=-5.39, Synergy_Bliss=0.372, Synergy_Loewe=0.862, Synergy_HSA=1.94. (7) Drug 1: C1=NC2=C(N1)C(=S)N=C(N2)N. Drug 2: C1CC(C1)(C(=O)O)C(=O)O.[NH2-].[NH2-].[Pt+2]. Cell line: OVCAR-4. Synergy scores: CSS=15.3, Synergy_ZIP=-14.7, Synergy_Bliss=-13.7, Synergy_Loewe=-21.1, Synergy_HSA=-11.0.